From a dataset of Catalyst prediction with 721,799 reactions and 888 catalyst types from USPTO. Predict which catalyst facilitates the given reaction. (1) Reactant: [NH2:1][CH2:2][CH:3]([C:5]1[CH:10]=[CH:9][CH:8]=[CH:7][N:6]=1)[OH:4].CCN(C(C)C)C(C)C.Cl[C:21](Cl)([O:23]C(=O)OC(Cl)(Cl)Cl)Cl. The catalyst class is: 2. Product: [N:6]1[CH:7]=[CH:8][CH:9]=[CH:10][C:5]=1[CH:3]1[O:4][C:21](=[O:23])[NH:1][CH2:2]1. (2) Reactant: [Cl:1][C:2]1[CH:3]=[C:4]2[C:9](=[CH:10][CH:11]=1)[N:8]=[C:7]([CH2:12]Cl)[N:6]([C:14]1[CH:19]=[CH:18][CH:17]=[CH:16][C:15]=1[Cl:20])[C:5]2=[O:21].[N:22]1[C:30]([NH2:31])=[C:29]2[C:25]([N:26]=[CH:27][NH:28]2)=[N:24][CH:23]=1.C([O-])([O-])=O.[K+].[K+]. Product: [NH2:31][C:30]1[N:22]=[CH:23][N:24]=[C:25]2[C:29]=1[N:28]=[CH:27][N:26]2[CH2:12][C:7]1[N:6]([C:14]2[CH:19]=[CH:18][CH:17]=[CH:16][C:15]=2[Cl:20])[C:5](=[O:21])[C:4]2[C:9](=[CH:10][CH:11]=[C:2]([Cl:1])[CH:3]=2)[N:8]=1. The catalyst class is: 3. (3) Reactant: [Cl:1][C:2]1[CH:7]=[CH:6][C:5]([C:8]2O[C:12](=O)[C:11]([C:15]([O:17][CH3:18])=[O:16])=[C:10]([S:19][CH3:20])[CH:9]=2)=[CH:4][CH:3]=1.[C:21]1([N:27]2[CH:35]=[C:34]3[C:29]([CH2:30][CH2:31][CH2:32]C3=O)=[N:28]2)[CH:26]=[CH:25][CH:24]=[CH:23][CH:22]=1.[OH-].[K+].Cl. Product: [Cl:1][C:2]1[CH:7]=[CH:6][C:5]([C:8]2[C:32]3[CH2:31][CH2:30][C:29]4[C:34](=[CH:35][N:27]([C:21]5[CH:22]=[CH:23][CH:24]=[CH:25][CH:26]=5)[N:28]=4)[C:12]=3[C:11]([C:15]([O:17][CH3:18])=[O:16])=[C:10]([S:19][CH3:20])[CH:9]=2)=[CH:4][CH:3]=1. The catalyst class is: 3. (4) Reactant: C1(P(C2C=CC=CC=2)C2C=CC=CC=2)C=CC=CC=1.BrN1C(=O)CCC1=O.[Cl:28][C:29]1[CH:30]=[C:31]([C@@H:39]([CH2:43][CH:44]2[CH2:48][CH2:47][CH2:46][CH2:45]2)[C:40]([OH:42])=O)[CH:32]=[CH:33][C:34]=1[S:35]([CH3:38])(=[O:37])=[O:36].[NH2:49][C:50]1[S:51][C:52]2[CH:58]=[CH:57][CH:56]=[CH:55][C:53]=2[N:54]=1.N1C=CC=CC=1. Product: [S:51]1[C:52]2[CH:58]=[CH:57][CH:56]=[CH:55][C:53]=2[N:54]=[C:50]1[NH:49][C:40](=[O:42])[C@@H:39]([C:31]1[CH:32]=[CH:33][C:34]([S:35]([CH3:38])(=[O:36])=[O:37])=[C:29]([Cl:28])[CH:30]=1)[CH2:43][CH:44]1[CH2:48][CH2:47][CH2:46][CH2:45]1. The catalyst class is: 34.